This data is from NCI-60 drug combinations with 297,098 pairs across 59 cell lines. The task is: Regression. Given two drug SMILES strings and cell line genomic features, predict the synergy score measuring deviation from expected non-interaction effect. (1) Drug 2: B(C(CC(C)C)NC(=O)C(CC1=CC=CC=C1)NC(=O)C2=NC=CN=C2)(O)O. Drug 1: C(=O)(N)NO. Cell line: NCI-H226. Synergy scores: CSS=28.1, Synergy_ZIP=5.55, Synergy_Bliss=-0.751, Synergy_Loewe=-46.2, Synergy_HSA=-0.0254. (2) Drug 1: C1=CC=C(C=C1)NC(=O)CCCCCCC(=O)NO. Drug 2: CC12CCC3C(C1CCC2O)C(CC4=C3C=CC(=C4)O)CCCCCCCCCS(=O)CCCC(C(F)(F)F)(F)F. Cell line: EKVX. Synergy scores: CSS=1.26, Synergy_ZIP=1.09, Synergy_Bliss=1.99, Synergy_Loewe=-0.542, Synergy_HSA=0.555. (3) Drug 1: C(=O)(N)NO. Drug 2: CC1=C(N=C(N=C1N)C(CC(=O)N)NCC(C(=O)N)N)C(=O)NC(C(C2=CN=CN2)OC3C(C(C(C(O3)CO)O)O)OC4C(C(C(C(O4)CO)O)OC(=O)N)O)C(=O)NC(C)C(C(C)C(=O)NC(C(C)O)C(=O)NCCC5=NC(=CS5)C6=NC(=CS6)C(=O)NCCC[S+](C)C)O. Cell line: NCIH23. Synergy scores: CSS=47.7, Synergy_ZIP=4.54, Synergy_Bliss=5.36, Synergy_Loewe=-43.6, Synergy_HSA=1.56. (4) Drug 1: CC12CCC3C(C1CCC2O)C(CC4=C3C=CC(=C4)O)CCCCCCCCCS(=O)CCCC(C(F)(F)F)(F)F. Drug 2: C1CCC(C(C1)N)N.C(=O)(C(=O)[O-])[O-].[Pt+4]. Cell line: SK-MEL-2. Synergy scores: CSS=14.3, Synergy_ZIP=6.96, Synergy_Bliss=12.5, Synergy_Loewe=-5.26, Synergy_HSA=1.16. (5) Drug 1: COC1=NC(=NC2=C1N=CN2C3C(C(C(O3)CO)O)O)N. Drug 2: CS(=O)(=O)OCCCCOS(=O)(=O)C. Cell line: SK-MEL-5. Synergy scores: CSS=2.59, Synergy_ZIP=-1.78, Synergy_Bliss=-0.550, Synergy_Loewe=-2.56, Synergy_HSA=-1.36. (6) Drug 1: C(CCl)NC(=O)N(CCCl)N=O. Drug 2: CC1C(C(CC(O1)OC2CC(CC3=C2C(=C4C(=C3O)C(=O)C5=CC=CC=C5C4=O)O)(C(=O)C)O)N)O. Cell line: A549. Synergy scores: CSS=59.5, Synergy_ZIP=-2.92, Synergy_Bliss=-1.01, Synergy_Loewe=1.61, Synergy_HSA=2.51. (7) Drug 1: C1=CN(C(=O)N=C1N)C2C(C(C(O2)CO)O)O.Cl. Drug 2: C1C(C(OC1N2C=NC(=NC2=O)N)CO)O. Cell line: NCI-H322M. Synergy scores: CSS=5.08, Synergy_ZIP=0.136, Synergy_Bliss=3.27, Synergy_Loewe=-0.293, Synergy_HSA=-0.624. (8) Drug 1: CC(C)(C#N)C1=CC(=CC(=C1)CN2C=NC=N2)C(C)(C)C#N. Drug 2: CC1=C2C(C(=O)C3(C(CC4C(C3C(C(C2(C)C)(CC1OC(=O)C(C(C5=CC=CC=C5)NC(=O)OC(C)(C)C)O)O)OC(=O)C6=CC=CC=C6)(CO4)OC(=O)C)O)C)O. Cell line: T-47D. Synergy scores: CSS=-3.93, Synergy_ZIP=2.01, Synergy_Bliss=-1.44, Synergy_Loewe=-7.00, Synergy_HSA=-7.78. (9) Drug 1: CC1C(C(=O)NC(C(=O)N2CCCC2C(=O)N(CC(=O)N(C(C(=O)O1)C(C)C)C)C)C(C)C)NC(=O)C3=C4C(=C(C=C3)C)OC5=C(C(=O)C(=C(C5=N4)C(=O)NC6C(OC(=O)C(N(C(=O)CN(C(=O)C7CCCN7C(=O)C(NC6=O)C(C)C)C)C)C(C)C)C)N)C. Drug 2: C1C(C(OC1N2C=NC3=C(N=C(N=C32)Cl)N)CO)O. Cell line: MCF7. Synergy scores: CSS=1.17, Synergy_ZIP=-0.269, Synergy_Bliss=-0.488, Synergy_Loewe=-2.37, Synergy_HSA=-2.26.